From a dataset of Retrosynthesis with 50K atom-mapped reactions and 10 reaction types from USPTO. Predict the reactants needed to synthesize the given product. (1) Given the product COCCCc1ccc(C)c(CN(C(=O)OC(C)(C)C)C2CC2)c1, predict the reactants needed to synthesize it. The reactants are: COC/C=C/c1ccc(C)c(CN(C(=O)OC(C)(C)C)C2CC2)c1. (2) Given the product COc1c(C(=O)O)ccc(Cl)c1SC, predict the reactants needed to synthesize it. The reactants are: COC(=O)c1ccc(Cl)c(SC)c1OC. (3) Given the product Cc1cnc(NCC(F)(F)c2ccccc2)c(=O)n1CC(=O)O, predict the reactants needed to synthesize it. The reactants are: CCOC(=O)Cn1c(C)cnc(NCC(F)(F)c2ccccc2)c1=O. (4) The reactants are: CCOC(=O)C(N)C(=O)CCC12CC3CC(CC(C3)C1)C2.Cc1ccccc1C(=O)Cl. Given the product CCOC(=O)C(NC(=O)c1ccccc1C)C(=O)CCC12CC3CC(CC(C3)C1)C2, predict the reactants needed to synthesize it. (5) Given the product Cc1cnc(N[C@H]2CC[C@@H](N)CC2)cc1N1CCOCC1, predict the reactants needed to synthesize it. The reactants are: Cc1cnc(N[C@H]2CC[C@@H](NCc3ccccc3)CC2)cc1N1CCOCC1. (6) Given the product CCC(Nc1nccc(-c2cc(F)c(N(C)C)cc2Cl)c1N)C1CC1, predict the reactants needed to synthesize it. The reactants are: CCC(Nc1nccc(-c2cc(F)c(N(C)C)cc2Cl)c1[N+](=O)[O-])C1CC1. (7) Given the product CC(C)(C)OC(=O)NCc1ccccc1-c1ccc(CN2C(=O)[C@H](NC(=O)C(C)(C)NC(=O)OCc3ccccc3)CCc3ccccc32)cc1, predict the reactants needed to synthesize it. The reactants are: CC(C)(C)OC(=O)NCc1ccccc1-c1ccc(CO)cc1.CC(C)(NC(=O)OCc1ccccc1)C(=O)N[C@@H]1CCc2ccccc2NC1=O.